From a dataset of Merck oncology drug combination screen with 23,052 pairs across 39 cell lines. Regression. Given two drug SMILES strings and cell line genomic features, predict the synergy score measuring deviation from expected non-interaction effect. (1) Drug 1: COc1cccc2c1C(=O)c1c(O)c3c(c(O)c1C2=O)CC(O)(C(=O)CO)CC3OC1CC(N)C(O)C(C)O1. Drug 2: Cn1nnc2c(C(N)=O)ncn2c1=O. Cell line: SKMES1. Synergy scores: synergy=4.17. (2) Drug 1: O=C(CCCCCCC(=O)Nc1ccccc1)NO. Drug 2: O=C(O)C1(Cc2cccc(Nc3nccs3)n2)CCC(Oc2cccc(Cl)c2F)CC1. Cell line: NCIH23. Synergy scores: synergy=-14.4.